Dataset: Full USPTO retrosynthesis dataset with 1.9M reactions from patents (1976-2016). Task: Predict the reactants needed to synthesize the given product. (1) Given the product [C:44]([CH:40]([NH:39][C:23]([C:18]1[CH:17]=[CH:16][C:15]2[C:20](=[CH:21][CH:22]=[C:13]([C:11]3[N:10]([CH:31]4[CH2:36][CH2:35][CH2:34][CH2:33][CH2:32]4)[C:9]4[CH:37]=[CH:38][C:6]([C:4]([OH:5])=[O:3])=[CH:7][C:8]=4[N:12]=3)[CH:14]=2)[N:19]=1)=[O:30])[CH:41]([CH3:43])[CH3:42])(=[O:45])[NH2:46], predict the reactants needed to synthesize it. The reactants are: C([O:3][C:4]([C:6]1[CH:38]=[CH:37][C:9]2[N:10]([CH:31]3[CH2:36][CH2:35][CH2:34][CH2:33][CH2:32]3)[C:11]([C:13]3[CH:14]=[C:15]4[C:20](=[CH:21][CH:22]=3)[N:19]=[C:18]([C:23](=[O:30])NC(C(=O)N)C)[CH:17]=[CH:16]4)=[N:12][C:8]=2[CH:7]=1)=[O:5])C.[NH2:39][C@H:40]([C:44]([NH2:46])=[O:45])[CH:41]([CH3:43])[CH3:42].C(C(NC(C1C=CC2C(=CC=C(C3N(C4CCCCC4)C4C=CC(C(O)=O)=CC=4N=3)C=2)N=1)=O)C)(=O)N. (2) Given the product [CH3:30][C:24]1[CH:23]=[CH:22][C:21]2[C:26](=[CH:27][CH:28]=[CH:29][C:20]=2[O:19][CH2:18][CH2:17][N:10]2[CH2:11][CH2:12][C:7](=[CH:6][C:5]3[CH:4]=[C:3]([Br:2])[CH:15]=[CH:14][CH:13]=3)[CH2:8][CH2:9]2)[N:25]=1, predict the reactants needed to synthesize it. The reactants are: Cl.[Br:2][C:3]1[CH:4]=[C:5]([CH:13]=[CH:14][CH:15]=1)[CH:6]=[C:7]1[CH2:12][CH2:11][NH:10][CH2:9][CH2:8]1.Br[CH2:17][CH2:18][O:19][C:20]1[CH:29]=[CH:28][CH:27]=[C:26]2[C:21]=1[CH:22]=[CH:23][C:24]([CH3:30])=[N:25]2. (3) The reactants are: [N:1]1([CH2:6][CH2:7][O:8][C:9]2[CH:14]=[CH:13][C:12]([NH2:15])=[CH:11][CH:10]=2)[CH2:5][CH2:4][CH2:3][CH2:2]1.C(N(CC)CC)C.[CH:23]1([C:29](Cl)=[O:30])[CH2:28][CH2:27][CH2:26][CH2:25][CH2:24]1.C(=O)(O)[O-].[Na+]. Given the product [N:1]1([CH2:6][CH2:7][O:8][C:9]2[CH:10]=[CH:11][C:12]([NH:15][C:29]([CH:23]3[CH2:28][CH2:27][CH2:26][CH2:25][CH2:24]3)=[O:30])=[CH:13][CH:14]=2)[CH2:5][CH2:4][CH2:3][CH2:2]1, predict the reactants needed to synthesize it.